The task is: Predict which catalyst facilitates the given reaction.. This data is from Catalyst prediction with 721,799 reactions and 888 catalyst types from USPTO. (1) Reactant: [CH2:1]([O:8][C@H:9]1[C@H:15]([CH2:16][O:17][CH2:18][C:19]2[CH:24]=[CH:23][CH:22]=[CH:21][CH:20]=2)[O:14][CH:11]([O:12][CH3:13])[C@@H:10]1OS(C(F)(F)F)(=O)=O)[C:2]1[CH:7]=[CH:6][CH:5]=[CH:4][CH:3]=1.[C:33]([O-:36])(=[S:35])[CH3:34].[K+]. Product: [C:33]([S:35][C@H:10]1[C@@H:9]([O:8][CH2:1][C:2]2[CH:3]=[CH:4][CH:5]=[CH:6][CH:7]=2)[C@H:15]([CH2:16][O:17][CH2:18][C:19]2[CH:24]=[CH:23][CH:22]=[CH:21][CH:20]=2)[O:14][CH:11]1[O:12][CH3:13])(=[O:36])[CH3:34]. The catalyst class is: 60. (2) The catalyst class is: 130. Reactant: [F:1][C:2]1[CH:9]=[CH:8][C:5]([CH:6]=O)=[CH:4][CH:3]=1.[CH3:10][O:11][C:12](=[O:18])[CH2:13][CH:14]([NH2:17])[CH2:15][CH3:16].C([BH3-])#N.[Na+].C(=O)(O)[O-].[Na+]. Product: [CH3:10][O:11][C:12](=[O:18])[CH2:13][CH:14]([NH:17][CH2:6][C:5]1[CH:8]=[CH:9][C:2]([F:1])=[CH:3][CH:4]=1)[CH2:15][CH3:16]. (3) Reactant: [Cl:1][C:2]1[CH:3]=[C:4]2[C:8](=[CH:9][CH:10]=1)[NH:7][CH:6]=[C:5]2[CH2:11][CH2:12][NH:13][C:14](=[O:23])[C:15]1[CH:20]=[CH:19][C:18]([CH2:21]Cl)=[CH:17][CH:16]=1.[Cl:24][C:25]1[CH:30]=[CH:29][CH:28]=[CH:27][C:26]=1B(O)O.C(=O)([O-])[O-].[Na+].[Na+].[I-].[Na+]. Product: [Cl:1][C:2]1[CH:3]=[C:4]2[C:8](=[CH:9][CH:10]=1)[NH:7][CH:6]=[C:5]2[CH2:11][CH2:12][NH:13][C:14](=[O:23])[C:15]1[CH:20]=[CH:19][C:18]([CH2:21][C:26]2[CH:27]=[CH:28][CH:29]=[CH:30][C:25]=2[Cl:24])=[CH:17][CH:16]=1. The catalyst class is: 437. (4) Reactant: C(N(C(C)C)CC)(C)C.FC(F)(F)C(O)=O.[CH3:17][O:18][C:19](=[O:38])[CH2:20][C:21]1[CH:30]=[C:29]([CH:31]2[CH2:36][CH2:35][NH:34][CH2:33][CH2:32]2)[C:28]2[C:23](=[CH:24][CH:25]=[C:26]([F:37])[CH:27]=2)[CH:22]=1.[C:39]1([CH3:49])[CH:44]=[CH:43][C:42]([S:45](Cl)(=[O:47])=[O:46])=[CH:41][CH:40]=1. Product: [CH3:17][O:18][C:19](=[O:38])[CH2:20][C:21]1[CH:30]=[C:29]([CH:31]2[CH2:36][CH2:35][N:34]([S:45]([C:42]3[CH:43]=[CH:44][C:39]([CH3:49])=[CH:40][CH:41]=3)(=[O:47])=[O:46])[CH2:33][CH2:32]2)[C:28]2[C:23](=[CH:24][CH:25]=[C:26]([F:37])[CH:27]=2)[CH:22]=1. The catalyst class is: 7. (5) Reactant: C1(P(C2CCCCC2)C2C=CC=CC=2C2C(OC)=CC=CC=2OC)CCCCC1.[CH2:30]([O:37][C:38]([N:40]1[CH2:49][CH2:48][C:47]2[C:42](=[C:43](B3OC(C)(C)C(C)(C)O3)[CH:44]=[CH:45][C:46]=2[F:50])[CH2:41]1)=[O:39])[C:31]1[CH:36]=[CH:35][CH:34]=[CH:33][CH:32]=1.P([O-])([O-])([O-])=O.[K+].[K+].[K+].C([O:72][C:73](=[O:86])[CH2:74][C:75]1[CH:80]=[CH:79][C:78]([O:81][CH:82]2[CH2:84][CH2:83]2)=[C:77](Cl)[CH:76]=1)(C)(C)C. Product: [CH2:30]([O:37][C:38]([N:40]1[CH2:49][CH2:48][C:47]2[C:42](=[C:43]([C:77]3[CH:76]=[C:75]([CH2:74][C:73]([OH:86])=[O:72])[CH:80]=[CH:79][C:78]=3[O:81][CH:82]3[CH2:84][CH2:83]3)[CH:44]=[CH:45][C:46]=2[F:50])[CH2:41]1)=[O:39])[C:31]1[CH:36]=[CH:35][CH:34]=[CH:33][CH:32]=1. The catalyst class is: 498. (6) Reactant: [C:1]([C:5]1[CH:6]=[C:7]([OH:13])[CH:8]=[C:9]([O:11][CH3:12])[CH:10]=1)([CH3:4])([CH3:3])[CH3:2].CCN(CC)CC.[S:21](O[S:21]([C:24]([F:27])([F:26])[F:25])(=[O:23])=[O:22])([C:24]([F:27])([F:26])[F:25])(=[O:23])=[O:22]. Product: [C:1]([C:5]1[CH:6]=[C:7]([O:13][S:21]([C:24]([F:27])([F:26])[F:25])(=[O:23])=[O:22])[CH:8]=[C:9]([O:11][CH3:12])[CH:10]=1)([CH3:4])([CH3:2])[CH3:3]. The catalyst class is: 2. (7) Reactant: Cl.Cl.[NH:3]1[CH2:8][CH2:7][CH2:6][C@@H:5]([NH:9][C:10]2[CH:11]=[C:12]3[C:16](=[CH:17][CH:18]=2)[NH:15][N:14]=[CH:13]3)[CH2:4]1.[CH:19]([C:21]1[CH:22]=[C:23]([CH:35]=[CH:36][CH:37]=1)[O:24][CH2:25][C:26]([NH:28][C:29]1[CH:30]=[N:31][CH:32]=[CH:33][CH:34]=1)=[O:27])=O.C([O-])(=O)C.[Na+].C([BH3-])#N.[Na+]. Product: [NH:15]1[C:16]2[C:12](=[CH:11][C:10]([NH:9][C@@H:5]3[CH2:6][CH2:7][CH2:8][N:3]([CH2:19][C:21]4[CH:22]=[C:23]([CH:35]=[CH:36][CH:37]=4)[O:24][CH2:25][C:26]([NH:28][C:29]4[CH:30]=[N:31][CH:32]=[CH:33][CH:34]=4)=[O:27])[CH2:4]3)=[CH:18][CH:17]=2)[CH:13]=[N:14]1. The catalyst class is: 5. (8) Reactant: [CH2:1]([C:5]1[CH:10]=[CH:9][C:8]([CH2:11][C:12]2[C:13](=[O:20])[NH:14][NH:15][C:16]=2[CH:17]([CH3:19])[CH3:18])=[CH:7][CH:6]=1)[CH:2]([CH3:4])[CH3:3].CC([O:24][CH2:25][C@H:26]1[O:31][C@H:30](Br)[C@H:29]([O:33]C(C)=O)[C@@H:28]([O:37]C(C)=O)[C@@H:27]1[O:41]C(C)=O)=O.[OH-].[Na+]. Product: [C@@H:30]1([O:20][C:13]2[C:12]([CH2:11][C:8]3[CH:9]=[CH:10][C:5]([CH2:1][CH:2]([CH3:4])[CH3:3])=[CH:6][CH:7]=3)=[C:16]([CH:17]([CH3:19])[CH3:18])[NH:15][N:14]=2)[O:31][C@H:26]([CH2:25][OH:24])[C@@H:27]([OH:41])[C@H:28]([OH:37])[C@H:29]1[OH:33]. The catalyst class is: 4.